Predict the reactants needed to synthesize the given product. From a dataset of Full USPTO retrosynthesis dataset with 1.9M reactions from patents (1976-2016). (1) The reactants are: [ClH:1].Cl.C1(NC(C2C3C=C(C4C([Cl:24])=CN=C(NCCC5CCN(CC)CC5)N=4)SC=3C=CC=2)=O)CC1.[CH:36]1([NH:39][C:40]([C:42]2[C:50]3[CH:49]=[C:48]([C:51]4[C:56]([CH3:57])=[CH:55][N:54]=[C:53]([NH:58][CH2:59][CH2:60][CH2:61][CH:62]5[CH2:67][CH2:66][NH:65][CH2:64][CH2:63]5)[N:52]=4)[S:47][C:46]=3[CH:45]=[CH:44][CH:43]=2)=[O:41])[CH2:38][CH2:37]1.Br[CH2:69][CH2:70][F:71]. Given the product [ClH:24].[ClH:1].[CH:36]1([NH:39][C:40]([C:42]2[C:50]3[CH:49]=[C:48]([C:51]4[C:56]([CH3:57])=[CH:55][N:54]=[C:53]([NH:58][CH2:59][CH2:60][CH2:61][CH:62]5[CH2:63][CH2:64][N:65]([CH2:69][CH2:70][F:71])[CH2:66][CH2:67]5)[N:52]=4)[S:47][C:46]=3[CH:45]=[CH:44][CH:43]=2)=[O:41])[CH2:37][CH2:38]1, predict the reactants needed to synthesize it. (2) Given the product [C:9]([NH:12]/[C:3](/[CH3:5])=[CH:2]\[C:1]([O:7][CH3:8])=[O:6])(=[O:11])[CH3:10], predict the reactants needed to synthesize it. The reactants are: [C:1]([O:7][CH3:8])(=[O:6])[CH2:2][C:3]([CH3:5])=O.[C:9]([NH2:12])(=[O:11])[CH3:10].O.C1(C)C=CC(S(O)(=O)=O)=CC=1.O. (3) Given the product [NH2:1][C:2]1[CH:3]=[C:4]([C:8]([C:10]2[C:18]3[CH:17]=[N:16][CH:15]=[N:14][C:13]=3[N:12]([CH3:21])[CH:11]=2)=[O:9])[CH:5]=[N:6][CH:7]=1, predict the reactants needed to synthesize it. The reactants are: [NH2:1][C:2]1[CH:3]=[C:4]([C:8]([C:10]2[C:18]3[C:17](SC)=[N:16][CH:15]=[N:14][C:13]=3[N:12]([CH3:21])[CH:11]=2)=[O:9])[CH:5]=[N:6][CH:7]=1. (4) The reactants are: [NH2:1][C:2]1[N:6]([C:7]2[CH:16]=[CH:15][C:10]3[NH:11][C:12]([CH3:14])=[N:13][C:9]=3[CH:8]=2)[N:5]=[CH:4][C:3]=1[C:17]([C:19]1[N:20]([S:29]([C:32]2[CH:37]=[CH:36][C:35]([CH3:38])=[CH:34][CH:33]=2)(=[O:31])=[O:30])[C:21]2[C:26]([CH:27]=1)=[CH:25][CH:24]=[C:23](I)[CH:22]=2)=[O:18].[CH3:39][S:40]([NH2:43])(=[O:42])=[O:41].N(CC(O)=O)C.P([O-])([O-])([O-])=O.[K+].[K+].[K+].[Cl-].[NH4+]. Given the product [NH2:1][C:2]1[N:6]([C:7]2[CH:16]=[CH:15][C:10]3[NH:11][C:12]([CH3:14])=[N:13][C:9]=3[CH:8]=2)[N:5]=[CH:4][C:3]=1[C:17]([C:19]1[N:20]([S:29]([C:32]2[CH:37]=[CH:36][C:35]([CH3:38])=[CH:34][CH:33]=2)(=[O:31])=[O:30])[C:21]2[C:26]([CH:27]=1)=[CH:25][CH:24]=[C:23]([NH:43][S:40]([CH3:39])(=[O:42])=[O:41])[CH:22]=2)=[O:18], predict the reactants needed to synthesize it. (5) Given the product [Br:1][C:2]1[N:7]2[CH:8]=[N:9][N:10]=[C:6]2[C:5](=[O:11])[N:4]([CH3:14])[CH:3]=1, predict the reactants needed to synthesize it. The reactants are: [Br:1][C:2]1[N:7]2[CH:8]=[N:9][N:10]=[C:6]2[C:5](=[O:11])[NH:4][CH:3]=1.[H-].[Na+].[CH3:14]I.O. (6) Given the product [Cl:8][C:9]1[CH:14]=[C:13]([O:7][CH:3]2[CH2:6][CH2:5][CH2:4]2)[CH:12]=[CH:11][N:10]=1, predict the reactants needed to synthesize it. The reactants are: [H-].[Na+].[CH:3]1([OH:7])[CH2:6][CH2:5][CH2:4]1.[Cl:8][C:9]1[CH:14]=[C:13](F)[CH:12]=[CH:11][N:10]=1.